From a dataset of Reaction yield outcomes from USPTO patents with 853,638 reactions. Predict the reaction yield, written as a fraction of the theoretical maximum amount of product (1.0 means a 100% yield; for example, 0.34 means a 34% yield). (1) The reactants are I[C:2]1[CH:7]=[CH:6][C:5]([C:8]2([OH:18])[CH2:17][CH2:16][C:11]3([O:15][CH2:14][CH2:13][O:12]3)[CH2:10][CH2:9]2)=[CH:4][CH:3]=1.C([Mg]Cl)(C)C.Br[C:25]1[N:30]=[CH:29][CH:28]=[CH:27][N:26]=1. The catalyst is C1COCC1.CCOC(C)=O.C/C(/[O-])=C/C(C)=O.C/C(/[O-])=C/C(C)=O.[Ni+2].C1(P(C2C=CC=CC=2)CCCP(C2C=CC=CC=2)C2C=CC=CC=2)C=CC=CC=1. The product is [N:26]1[CH:27]=[CH:28][CH:29]=[N:30][C:25]=1[C:2]1[CH:7]=[CH:6][C:5]([C:8]2([OH:18])[CH2:17][CH2:16][C:11]3([O:15][CH2:14][CH2:13][O:12]3)[CH2:10][CH2:9]2)=[CH:4][CH:3]=1. The yield is 0.690. (2) The reactants are Br[C:2]1[CH:3]=[C:4]([CH:22]=[CH:23][CH:24]=1)[C:5]([C:7]1[NH:8][C:9]2[C:14]([C:15]=1[CH2:16][C:17]([O:19][CH2:20][CH3:21])=[O:18])=[CH:13][CH:12]=[CH:11][CH:10]=2)=[O:6].C([O-])([O-])=O.[Na+].[Na+].[F:31][C:32]([F:43])([F:42])[C:33]1[CH:34]=[C:35](B(O)O)[CH:36]=[CH:37][CH:38]=1.COCCOC. The catalyst is C1C=CC([P]([Pd]([P](C2C=CC=CC=2)(C2C=CC=CC=2)C2C=CC=CC=2)([P](C2C=CC=CC=2)(C2C=CC=CC=2)C2C=CC=CC=2)[P](C2C=CC=CC=2)(C2C=CC=CC=2)C2C=CC=CC=2)(C2C=CC=CC=2)C2C=CC=CC=2)=CC=1.C(Cl)Cl.O. The product is [F:31][C:32]([F:43])([F:42])[C:33]1[CH:38]=[C:37]([C:3]2[C:4]([C:5]([C:7]3[NH:8][C:9]4[C:14]([C:15]=3[CH2:16][C:17]([O:19][CH2:20][CH3:21])=[O:18])=[CH:13][CH:12]=[CH:11][CH:10]=4)=[O:6])=[CH:22][CH:23]=[CH:24][CH:2]=2)[CH:36]=[CH:35][CH:34]=1. The yield is 0.860. (3) The reactants are [CH2:1]([O:8][C:9]([NH:11][CH:12]([CH:25]([CH3:27])[CH3:26])[C:13]([NH:15][C:16]1[C:21]([C:22]([OH:24])=O)=[CH:20][N:19]=[CH:18][CH:17]=1)=[O:14])=[O:10])[C:2]1[CH:7]=[CH:6][CH:5]=[CH:4][CH:3]=1.C(Cl)CCl.[CH2:32]([NH2:39])[C:33]1[CH:38]=[CH:37][CH:36]=[CH:35][CH:34]=1. The catalyst is ClCCl. The product is [CH2:1]([O:8][C:9](=[O:10])[NH:11][CH:12]([C:13](=[O:14])[NH:15][C:16]1[CH:17]=[CH:18][N:19]=[CH:20][C:21]=1[C:22](=[O:24])[NH:39][CH2:32][C:33]1[CH:38]=[CH:37][CH:36]=[CH:35][CH:34]=1)[CH:25]([CH3:26])[CH3:27])[C:2]1[CH:7]=[CH:6][CH:5]=[CH:4][CH:3]=1. The yield is 0.359. (4) The reactants are Cl.[CH3:2][C:3]1([CH3:16])[CH2:8][C:7]([CH3:10])([CH3:9])[CH2:6][C:5]([CH2:13][CH2:14]N)(C=C)[CH2:4]1.[C:17]1(CC[Mg]Br)[CH:22]=[CH:21][CH:20]=[CH:19][CH:18]=1.[NH4+].[Cl-].C([O:31]CC)C. No catalyst specified. The product is [CH3:16][C:3]1([CH3:2])[CH2:8][C:7]([CH3:9])([CH3:10])[CH2:6][C:5]([CH2:13][CH2:14][C:17]2[CH:22]=[CH:21][CH:20]=[CH:19][CH:18]=2)([OH:31])[CH2:4]1. The yield is 0.820.